Dataset: Reaction yield outcomes from USPTO patents with 853,638 reactions. Task: Predict the reaction yield, written as a fraction of the theoretical maximum amount of product (1.0 means a 100% yield; for example, 0.34 means a 34% yield). (1) The reactants are [NH2:1][C:2]1[CH:10]=[CH:9][C:5]([C:6]([OH:8])=O)=[CH:4][N:3]=1.[CH2:11]([O:18][C:19]1[CH:26]=[CH:25][C:22]([CH2:23][NH2:24])=[CH:21][CH:20]=1)[C:12]1[CH:17]=[CH:16][CH:15]=[CH:14][CH:13]=1.F[P-](F)(F)(F)(F)F.N1([P+](N(C)C)(N(C)C)N(C)C)C2C=CC=CC=2N=N1.C(N(CC)CC)C. The catalyst is CN(C)C=O.C(OCC)(=O)C.O. The product is [NH2:1][C:2]1[CH:10]=[CH:9][C:5]([C:6]([NH:24][CH2:23][C:22]2[CH:25]=[CH:26][C:19]([O:18][CH2:11][C:12]3[CH:17]=[CH:16][CH:15]=[CH:14][CH:13]=3)=[CH:20][CH:21]=2)=[O:8])=[CH:4][N:3]=1. The yield is 0.640. (2) The reactants are [CH3:1][N:2]1[C:10]2[C:5](=[CH:6][CH:7]=[CH:8][CH:9]=2)[C:4]([C:11]([OH:13])=O)=[CH:3]1.[CH3:14][O:15][C:16]1[C:29]2[CH2:28][CH2:27][C@H:26]3[C@H:21]([CH2:22][CH2:23][CH2:24][NH:25]3)[C:20]=2[CH:19]=[CH:18][CH:17]=1. No catalyst specified. The product is [CH3:14][O:15][C:16]1[C:29]2[CH2:28][CH2:27][C@H:26]3[C@H:21]([CH2:22][CH2:23][CH2:24][N:25]3[C:11]([C:4]3[C:5]4[C:10](=[CH:9][CH:8]=[CH:7][CH:6]=4)[N:2]([CH3:1])[CH:3]=3)=[O:13])[C:20]=2[CH:19]=[CH:18][CH:17]=1. The yield is 0.820. (3) The catalyst is CN(C=O)C. The yield is 0.740. The product is [Br:12][C:8]1[CH:9]=[C:10]([CH3:11])[C:5]([C:2]#[N:3])=[N:6][CH:7]=1. The reactants are [Cu][C:2]#[N:3].Br[C:5]1[C:10]([CH3:11])=[CH:9][C:8]([Br:12])=[CH:7][N:6]=1.O. (4) The reactants are [CH3:1][CH:2]([CH3:31])[CH2:3][C@H:4]([NH:23][C:24](=[O:30])[O:25][C:26]([CH3:29])([CH3:28])[CH3:27])[CH2:5][O:6][C:7]1[CH:8]=[CH:9][C:10]2[C:19]3[C:14](=[CH:15][N:16]=[CH:17][CH:18]=3)[C:13](=[O:20])[N:12]([CH3:21])[C:11]=2[CH:22]=1.[H-].[Na+].CI.[C:36](OCC)(=O)C. The catalyst is C1COCC1. The product is [CH3:36][N:23]([C@@H:4]([CH2:3][CH:2]([CH3:31])[CH3:1])[CH2:5][O:6][C:7]1[CH:8]=[CH:9][C:10]2[C:19]3[C:14](=[CH:15][N:16]=[CH:17][CH:18]=3)[C:13](=[O:20])[N:12]([CH3:21])[C:11]=2[CH:22]=1)[C:24](=[O:30])[O:25][C:26]([CH3:29])([CH3:28])[CH3:27]. The yield is 0.870. (5) The reactants are [H-].[Na+].[OH:3][C:4]1[CH:5]=[N:6][CH:7]=[CH:8][CH:9]=1.Br[CH2:11][C:12]([O:14][C:15]([CH3:18])([CH3:17])[CH3:16])=[O:13].O. The catalyst is CN(C=O)C. The product is [N:6]1[CH:7]=[CH:8][CH:9]=[C:4]([O:3][CH2:11][C:12]([O:14][C:15]([CH3:18])([CH3:17])[CH3:16])=[O:13])[CH:5]=1. The yield is 0.325. (6) The reactants are [CH:1]([Si:4]([CH:21]([CH3:23])[CH3:22])([CH:18]([CH3:20])[CH3:19])[O:5][C:6]1[CH:15]=[CH:14][C:13]2[C:8](=[C:9]([CH:16]=[CH2:17])[CH:10]=[CH:11][CH:12]=2)[CH:7]=1)([CH3:3])[CH3:2].C12BC(CCC1)CCC2.[OH-:33].[Na+].OO. The catalyst is O1CCCC1.C(OC(=O)C)C. The product is [CH:21]([Si:4]([CH:1]([CH3:3])[CH3:2])([CH:18]([CH3:20])[CH3:19])[O:5][C:6]1[CH:7]=[C:8]2[C:13]([CH:12]=[CH:11][CH:10]=[C:9]2[CH2:16][CH2:17][OH:33])=[CH:14][CH:15]=1)([CH3:23])[CH3:22]. The yield is 0.560.